Dataset: Forward reaction prediction with 1.9M reactions from USPTO patents (1976-2016). Task: Predict the product of the given reaction. (1) Given the reactants [Cl:1][C:2]1[C:3]([CH2:47][C:48]2[CH:53]=[CH:52][C:51]([O:54][CH2:55][CH3:56])=[CH:50][CH:49]=2)=[CH:4][C:5]([C@H:9]2[C@H:14]([O:15][CH2:16][C:17]3[CH:22]=[CH:21][CH:20]=[CH:19][CH:18]=3)[C@@H:13]([O:23][CH2:24][C:25]3[CH:30]=[CH:29][CH:28]=[CH:27][CH:26]=3)[C@H:12]([O:31][CH2:32][C:33]3[CH:38]=[CH:37][CH:36]=[CH:35][CH:34]=3)[C@@H:11]([CH2:39][O:40][CH2:41][CH2:42][CH2:43][CH2:44][CH2:45]O)[O:10]2)=[C:6]([OH:8])[CH:7]=1.N1C=CN=C1.C1(P(C2C=CC=CC=2)C2C=CC=CC=2)C=CC=CC=1.[I:81]I, predict the reaction product. The product is: [Cl:1][C:2]1[C:3]([CH2:47][C:48]2[CH:53]=[CH:52][C:51]([O:54][CH2:55][CH3:56])=[CH:50][CH:49]=2)=[CH:4][C:5]([C@H:9]2[C@H:14]([O:15][CH2:16][C:17]3[CH:22]=[CH:21][CH:20]=[CH:19][CH:18]=3)[C@@H:13]([O:23][CH2:24][C:25]3[CH:30]=[CH:29][CH:28]=[CH:27][CH:26]=3)[C@H:12]([O:31][CH2:32][C:33]3[CH:38]=[CH:37][CH:36]=[CH:35][CH:34]=3)[C@@H:11]([CH2:39][O:40][CH2:41][CH2:42][CH2:43][CH2:44][CH2:45][I:81])[O:10]2)=[C:6]([OH:8])[CH:7]=1. (2) Given the reactants [CH2:1]([N:8]1[C:16]2[C:11](=[N:12][CH:13]=[C:14]([C:26]#[N:27])[C:15]=2[O:17][CH2:18][C:19]2[CH:24]=[CH:23][C:22]([F:25])=[CH:21][CH:20]=2)[C:10]([CH3:28])=[C:9]1[CH3:29])[C:2]1[CH:7]=[CH:6][CH:5]=[CH:4][CH:3]=1.[OH-:30].[K+], predict the reaction product. The product is: [CH2:1]([N:8]1[C:16]2[C:11](=[N:12][CH:13]=[C:14]([C:26]([NH2:27])=[O:30])[C:15]=2[O:17][CH2:18][C:19]2[CH:20]=[CH:21][C:22]([F:25])=[CH:23][CH:24]=2)[C:10]([CH3:28])=[C:9]1[CH3:29])[C:2]1[CH:7]=[CH:6][CH:5]=[CH:4][CH:3]=1. (3) Given the reactants Br[CH2:2][C:3]1[C:4]([CH3:17])=[CH:5][C:6](=[O:16])[N:7]([C:9]2[CH:14]=[CH:13][C:12]([F:15])=[CH:11][CH:10]=2)[N:8]=1.[O-]P([O-])([O-])=O.[K+].[K+].[K+].[F:26][C:27]([F:44])([F:43])[C:28]1[CH:33]=[C:32](B2OC(C)(C)C(C)(C)O2)[CH:31]=[CH:30][N:29]=1, predict the reaction product. The product is: [F:15][C:12]1[CH:13]=[CH:14][C:9]([N:7]2[C:6](=[O:16])[CH:5]=[C:4]([CH3:17])[C:3]([CH2:2][C:32]3[CH:31]=[CH:30][N:29]=[C:28]([C:27]([F:44])([F:43])[F:26])[CH:33]=3)=[N:8]2)=[CH:10][CH:11]=1. (4) Given the reactants C([O:3][C:4]([C:6]1[CH:10]=[C:9]([C:11]2[CH:16]=[CH:15][CH:14]=[CH:13][C:12]=2[OH:17])[N:8]([CH3:18])[N:7]=1)=[O:5])C.CO.O[Li].O.Cl, predict the reaction product. The product is: [OH:17][C:12]1[CH:13]=[CH:14][CH:15]=[CH:16][C:11]=1[C:9]1[N:8]([CH3:18])[N:7]=[C:6]([C:4]([OH:5])=[O:3])[CH:10]=1. (5) Given the reactants [CH:1]1([S:4]([C:7]2[CH:8]=[CH:9][C:10]([OH:16])=[C:11]([CH:15]=2)[C:12]([OH:14])=[O:13])(=[O:6])=[O:5])[CH2:3][CH2:2]1.[C:17](Cl)(=O)C(Cl)=O.CO.N1C=CC=CC=1, predict the reaction product. The product is: [CH3:17][O:13][C:12](=[O:14])[C:11]1[CH:15]=[C:7]([S:4]([CH:1]2[CH2:3][CH2:2]2)(=[O:6])=[O:5])[CH:8]=[CH:9][C:10]=1[OH:16].